This data is from Full USPTO retrosynthesis dataset with 1.9M reactions from patents (1976-2016). The task is: Predict the reactants needed to synthesize the given product. The reactants are: [NH:1]([C:30]([O:32][CH2:33][CH:34]1[C:46]2[C:41](=[CH:42][CH:43]=[CH:44][CH:45]=2)[C:40]2[C:35]1=[CH:36][CH:37]=[CH:38][CH:39]=2)=[O:31])[C@H:2]([C:27](O)=[O:28])[CH2:3][CH2:4][CH2:5][NH:6][C:7](=[NH:26])[NH:8][S:9]([C:12]1[C:24]([CH3:25])=[C:23]2[C:17]([O:18][C:19]([CH2:22]2)([CH3:21])[CH3:20])=[C:15]([CH3:16])[C:13]=1[CH3:14])(=[O:11])=[O:10].CCN(C(C)C)C(C)C.CN(C(ON1N=NC2C=CC=NC1=2)=[N+](C)C)C.F[P-](F)(F)(F)(F)F.[C:80]([O:84][C:85]([N:87]1[CH2:92][CH2:91][NH:90][CH2:89][CH2:88]1)=[O:86])([CH3:83])([CH3:82])[CH3:81]. Given the product [C:80]([O:84][C:85]([N:87]1[CH2:92][CH2:91][N:90]([C:27](=[O:28])[C@@H:2]([NH:1][C:30]([O:32][CH2:33][CH:34]2[C:46]3[CH:45]=[CH:44][CH:43]=[CH:42][C:41]=3[C:40]3[C:35]2=[CH:36][CH:37]=[CH:38][CH:39]=3)=[O:31])[CH2:3][CH2:4][CH2:5][NH:6]/[C:7](/[NH2:26])=[N:8]/[S:9]([C:12]2[C:13]([CH3:14])=[C:15]([CH3:16])[C:17]3[O:18][C:19]([CH3:21])([CH3:20])[CH2:22][C:23]=3[C:24]=2[CH3:25])(=[O:10])=[O:11])[CH2:89][CH2:88]1)=[O:86])([CH3:83])([CH3:81])[CH3:82], predict the reactants needed to synthesize it.